This data is from Catalyst prediction with 721,799 reactions and 888 catalyst types from USPTO. The task is: Predict which catalyst facilitates the given reaction. (1) The catalyst class is: 146. Product: [CH3:1][O:2][C:3]1[CH:4]=[C:5]2[C:10](=[CH:11][C:12]=1[O:13][CH3:14])[N:9]=[CH:8][N:7]=[C:6]2[O:15][C:16]1[CH:22]=[CH:21][C:19]([NH:20][C:34]([NH:50][CH2:49][CH2:48][N:42]2[CH2:47][CH2:46][CH2:45][CH2:44][CH2:43]2)=[O:40])=[CH:18][CH:17]=1. Reactant: [CH3:1][O:2][C:3]1[CH:4]=[C:5]2[C:10](=[CH:11][C:12]=1[O:13][CH3:14])[N:9]=[CH:8][N:7]=[C:6]2[O:15][C:16]1[CH:22]=[CH:21][C:19]([NH2:20])=[CH:18][CH:17]=1.C(N(CC)CC)C.ClC(Cl)(O[C:34](=[O:40])OC(Cl)(Cl)Cl)Cl.[N:42]1([CH2:48][CH2:49][NH2:50])[CH2:47][CH2:46][CH2:45][CH2:44][CH2:43]1. (2) Reactant: [CH2:1]([O:3][C:4](=[O:31])[CH:5]=[CH:6][C:7]1[C:16]([CH3:17])=[C:15]([O:18][C:19]2[CH:24]=[CH:23][C:22]([S:25]([CH2:28][CH3:29])(=[O:27])=[O:26])=[CH:21][CH:20]=2)[C:14]2[C:9](=[CH:10][CH:11]=[C:12]([F:30])[CH:13]=2)[CH:8]=1)[CH3:2]. Product: [CH2:1]([O:3][C:4](=[O:31])[CH2:5][CH2:6][C:7]1[C:16]([CH3:17])=[C:15]([O:18][C:19]2[CH:24]=[CH:23][C:22]([S:25]([CH2:28][CH3:29])(=[O:26])=[O:27])=[CH:21][CH:20]=2)[C:14]2[C:9](=[CH:10][CH:11]=[C:12]([F:30])[CH:13]=2)[CH:8]=1)[CH3:2]. The catalyst class is: 78. (3) Reactant: [NH2:1][C:2]1[CH:3]=[C:4]([CH:15]=[CH:16][C:17]=1[NH2:18])[C:5]([NH:7][C:8]1[CH:13]=[CH:12][CH:11]=[C:10]([Cl:14])[CH:9]=1)=[O:6].[CH3:19][C:20]1[CH:27]=[CH:26][CH:25]=[C:24]([CH3:28])[C:21]=1[CH:22]=O. Product: [Cl:14][C:10]1[CH:9]=[C:8]([NH:7][C:5]([C:4]2[CH:15]=[CH:16][C:17]3[N:18]=[C:22]([C:21]4[C:24]([CH3:28])=[CH:25][CH:26]=[CH:27][C:20]=4[CH3:19])[NH:1][C:2]=3[CH:3]=2)=[O:6])[CH:13]=[CH:12][CH:11]=1. The catalyst class is: 5. (4) Reactant: [CH2:1]([N:3]1[C:8]([CH3:9])=[C:7]([C:10]#[N:11])[CH:6]([C:12]2[CH:17]=[CH:16][C:15](F)=[C:14]([C:19]#[N:20])[CH:13]=2)[C:5]([C:21]#[N:22])=[C:4]1[CH3:23])[CH3:2].O.[NH2:25][NH2:26]. Product: [CH2:1]([N:3]1[C:8]([CH3:9])=[C:7]([C:10]#[N:11])[CH:6]([C:12]2[CH:13]=[C:14]3[C:15](=[CH:16][CH:17]=2)[NH:26][N:25]=[C:19]3[NH2:20])[C:5]([C:21]#[N:22])=[C:4]1[CH3:23])[CH3:2]. The catalyst class is: 51. (5) Reactant: CC([Si](C)(C)[O:6][C@H:7]1[C@H:16]([NH:17][C:18](=[O:24])[O:19][C:20]([CH3:23])([CH3:22])[CH3:21])[CH2:15][C:14]2[N:13]=[CH:12][C:11]([N:25]3[C:30](=[O:31])[CH:29]=[N:28][C:27]4[CH:32]=[CH:33][C:34]([O:36][CH3:37])=[N:35][C:26]3=4)=[CH:10][C:9]=2[CH2:8]1)(C)C.[F-].C([N+](CCCC)(CCCC)CCCC)CCC. Product: [OH:6][C@H:7]1[C@H:16]([NH:17][C:18](=[O:24])[O:19][C:20]([CH3:23])([CH3:22])[CH3:21])[CH2:15][C:14]2[N:13]=[CH:12][C:11]([N:25]3[C:30](=[O:31])[CH:29]=[N:28][C:27]4[CH:32]=[CH:33][C:34]([O:36][CH3:37])=[N:35][C:26]3=4)=[CH:10][C:9]=2[CH2:8]1. The catalyst class is: 1. (6) Reactant: [ClH:1].CCOC(C)=O.C(OC(=O)[NH:14][C:15]1([C:19]2[CH:24]=[CH:23][C:22]([C:25]3[N:26]=[C:27]4[CH:40]=[CH:39][C:38]5=[N:41][N:42]=[C:43]([C:44]6[CH:49]=[N:48][CH:47]=[CH:46][N:45]=6)[N:37]5[C:28]4=[N:29][C:30]=3[C:31]3[CH:36]=[CH:35][CH:34]=[CH:33][CH:32]=3)=[CH:21][CH:20]=2)[CH2:18][CH2:17][CH2:16]1)(C)(C)C. Product: [ClH:1].[C:31]1([C:30]2[N:29]=[C:28]3[N:37]4[C:43]([C:44]5[CH:49]=[N:48][CH:47]=[CH:46][N:45]=5)=[N:42][N:41]=[C:38]4[CH:39]=[CH:40][C:27]3=[N:26][C:25]=2[C:22]2[CH:21]=[CH:20][C:19]([C:15]3([NH2:14])[CH2:18][CH2:17][CH2:16]3)=[CH:24][CH:23]=2)[CH:32]=[CH:33][CH:34]=[CH:35][CH:36]=1. The catalyst class is: 100.